This data is from In vitro SARS-CoV-2 activity screen of 1,480 approved drugs from Prestwick library. The task is: Binary Classification. Given a drug SMILES string, predict its activity (active/inactive) in a high-throughput screening assay against a specified biological target. (1) The molecule is C[C@]12CC[C@H]3[C@@H](CCC4=CC(=O)CC[C@@]43C)[C@@H]1CC[C@@H]2C(=O)CO. The result is 0 (inactive). (2) The compound is CC(C)(C)NCC(O)c1cc(Cl)c(N)c(Cl)c1.Cl. The result is 0 (inactive).